Dataset: Reaction yield outcomes from USPTO patents with 853,638 reactions. Task: Predict the reaction yield, written as a fraction of the theoretical maximum amount of product (1.0 means a 100% yield; for example, 0.34 means a 34% yield). (1) The reactants are Br[C:2]1[CH:11]=[CH:10][C:5]([C:6]([O:8][CH3:9])=[O:7])=[CH:4][C:3]=1[CH2:12][O:13][CH3:14].[CH2:15]([C:17]1[CH:22]=[CH:21][CH:20]=[CH:19][C:18]=1B(O)O)[CH3:16].C(=O)([O-])[O-].[K+].[K+]. The catalyst is C1(C)C=CC=CC=1.O.C1C=CC([P]([Pd]([P](C2C=CC=CC=2)(C2C=CC=CC=2)C2C=CC=CC=2)([P](C2C=CC=CC=2)(C2C=CC=CC=2)C2C=CC=CC=2)[P](C2C=CC=CC=2)(C2C=CC=CC=2)C2C=CC=CC=2)(C2C=CC=CC=2)C2C=CC=CC=2)=CC=1. The product is [CH2:15]([C:17]1[CH:22]=[CH:21][CH:20]=[CH:19][C:18]=1[C:2]1[CH:11]=[CH:10][C:5]([C:6]([O:8][CH3:9])=[O:7])=[CH:4][C:3]=1[CH2:12][O:13][CH3:14])[CH3:16]. The yield is 0.830. (2) The reactants are [CH2:1]([NH:8][C:9]([C:11]1[S:15][C:14]([NH:16][C:17](=[O:26])[C:18]2[CH:23]=[CH:22][C:21]([C:24]#[N:25])=[CH:20][CH:19]=2)=[N:13][C:12]=1[CH3:27])=[O:10])[C:2]1[CH:7]=[CH:6][CH:5]=[CH:4][CH:3]=1.[N-:28]=[N+:29]=[N-:30].[Na+].[Cl-].[NH4+].Cl. The catalyst is CN(C)C=O.[Cl-].[Na+].O.C(OCC)(=O)C. The product is [CH2:1]([NH:8][C:9]([C:11]1[S:15][C:14]([NH:16][C:17](=[O:26])[C:18]2[CH:19]=[CH:20][C:21]([C:24]3[N:28]=[N:29][NH:30][N:25]=3)=[CH:22][CH:23]=2)=[N:13][C:12]=1[CH3:27])=[O:10])[C:2]1[CH:7]=[CH:6][CH:5]=[CH:4][CH:3]=1. The yield is 0.230. (3) The product is [C:15]([O:14][C:12]([N:10]1[C:9]2[CH:19]=[C:20]([Cl:28])[C:21]([N:23]([CH2:26][CH3:27])[CH2:24][CH3:25])=[CH:22][C:8]=2[O:7][CH:6]([C:4]([OH:5])=[O:3])[CH2:11]1)=[O:13])([CH3:17])([CH3:18])[CH3:16]. The reactants are CC[O:3][C:4]([CH:6]1[CH2:11][N:10]([C:12]([O:14][C:15]([CH3:18])([CH3:17])[CH3:16])=[O:13])[C:9]2[CH:19]=[C:20]([Cl:28])[C:21]([N:23]([CH2:26][CH3:27])[CH2:24][CH3:25])=[CH:22][C:8]=2[O:7]1)=[O:5].O[Li].O. The catalyst is C1COCC1.O. The yield is 0.752. (4) The reactants are Br[C:2]1[CH:11]=[CH:10][C:5]2[NH:6][C:7](=[O:9])[S:8][C:4]=2[CH:3]=1.C[Mg]Br.C([Li])(C)(C)C.CN(C)[CH:22]=[O:23]. The catalyst is O1CCCC1. The product is [O:9]=[C:7]1[NH:6][C:5]2[CH:10]=[CH:11][C:2]([CH:22]=[O:23])=[CH:3][C:4]=2[S:8]1. The yield is 0.950.